This data is from Reaction yield outcomes from USPTO patents with 853,638 reactions. The task is: Predict the reaction yield, written as a fraction of the theoretical maximum amount of product (1.0 means a 100% yield; for example, 0.34 means a 34% yield). (1) The reactants are [N-:1]=[N+:2]=[N-:3].[Na+].[CH2:5]([O:9][C:10]1[CH:11]=[C:12]([CH:24]=[CH:25][CH:26]=1)[CH2:13][N:14]1[CH2:18][CH2:17][CH:16](OS(C)(=O)=O)[CH2:15]1)[CH:6]([CH3:8])[CH3:7]. The catalyst is CN(C)C=O.O. The product is [N:1]([CH:17]1[CH2:16][CH2:15][N:14]([CH2:13][C:12]2[CH:24]=[CH:25][CH:26]=[C:10]([O:9][CH2:5][CH:6]([CH3:8])[CH3:7])[CH:11]=2)[CH2:18]1)=[N+:2]=[N-:3]. The yield is 0.730. (2) The reactants are [NH2:1][C:2]1([CH2:14][OH:15])[CH2:6][CH2:5][N:4]([CH2:7][C:8]2[CH:13]=[CH:12][CH:11]=[CH:10][CH:9]=2)[CH2:3]1.[CH3:16][C:17]([O:20][C:21](O[C:21]([O:20][C:17]([CH3:19])([CH3:18])[CH3:16])=[O:22])=[O:22])([CH3:19])[CH3:18]. The catalyst is C(Cl)Cl. The product is [CH2:7]([N:4]1[CH2:5][CH2:6][C:2]([NH:1][C:21](=[O:22])[O:20][C:17]([CH3:19])([CH3:18])[CH3:16])([CH2:14][OH:15])[CH2:3]1)[C:8]1[CH:9]=[CH:10][CH:11]=[CH:12][CH:13]=1. The yield is 0.550. (3) The catalyst is O1CCCC1.O.C(Cl)(Cl)Cl.[Pd+2]. The product is [Cl:37][C:38]1[CH:43]=[C:42]([C:29]2[N:11]3[N:12]=[C:13]([N:16]4[CH2:21][CH2:20][N:19]([C:22]([O:24][C:25]([CH3:28])([CH3:27])[CH3:26])=[O:23])[CH2:18][CH2:17]4)[CH:14]=[CH:15][C:10]3=[N:9][C:8]=2[C:5]2[CH:6]=[CH:7][C:2]([F:1])=[CH:3][CH:4]=2)[CH:41]=[CH:40][N:39]=1. The reactants are [F:1][C:2]1[CH:7]=[CH:6][C:5]([C:8]2[N:9]=[C:10]3[CH:15]=[CH:14][C:13]([N:16]4[CH2:21][CH2:20][N:19]([C:22]([O:24][C:25]([CH3:28])([CH3:27])[CH3:26])=[O:23])[CH2:18][CH2:17]4)=[N:12][N:11]3[C:29]=2I)=[CH:4][CH:3]=1.C(=O)([O-])[O-].[Cs+].[Cs+].[Cl:37][C:38]1[CH:43]=[C:42](B(O)O)[CH:41]=[CH:40][N:39]=1. The yield is 0.780.